From a dataset of Full USPTO retrosynthesis dataset with 1.9M reactions from patents (1976-2016). Predict the reactants needed to synthesize the given product. (1) Given the product [Si:1]([O:8][CH2:9][C@@H:10]([NH:15][C:16]([C:18]1[N:19]=[C:20]([N:23]2[CH2:24][CH:25]([O:27][S:29]([CH3:28])(=[O:31])=[O:30])[CH2:26]2)[S:21][CH:22]=1)=[O:17])[CH2:11][CH:12]([CH3:14])[CH3:13])([C:4]([CH3:6])([CH3:7])[CH3:5])([CH3:2])[CH3:3], predict the reactants needed to synthesize it. The reactants are: [Si:1]([O:8][CH2:9][C@@H:10]([NH:15][C:16]([C:18]1[N:19]=[C:20]([N:23]2[CH2:26][CH:25]([OH:27])[CH2:24]2)[S:21][CH:22]=1)=[O:17])[CH2:11][CH:12]([CH3:14])[CH3:13])([C:4]([CH3:7])([CH3:6])[CH3:5])([CH3:3])[CH3:2].[CH3:28][S:29](Cl)(=[O:31])=[O:30].C(N(CC)CC)C. (2) Given the product [Br:1][C:2]1[CH:7]=[CH:6][C:5]([S:8]([N:16]2[CH2:20][CH2:19][CH2:18][CH2:17]2)(=[O:10])=[O:9])=[C:4]([C:12]([F:15])([F:14])[F:13])[CH:3]=1, predict the reactants needed to synthesize it. The reactants are: [Br:1][C:2]1[CH:7]=[CH:6][C:5]([S:8](Cl)(=[O:10])=[O:9])=[C:4]([C:12]([F:15])([F:14])[F:13])[CH:3]=1.[NH:16]1[CH2:20][CH2:19][CH2:18][CH2:17]1.